Dataset: Reaction yield outcomes from USPTO patents with 853,638 reactions. Task: Predict the reaction yield, written as a fraction of the theoretical maximum amount of product (1.0 means a 100% yield; for example, 0.34 means a 34% yield). (1) The reactants are [NH2:1][C:2]1[CH:7]=[C:6]([O:8][CH3:9])[C:5]([O:10][CH3:11])=[CH:4][C:3]=1[NH:12][C:13]([C:15]1[C:19]([N+:20]([O-:22])=[O:21])=[CH:18][NH:17][N:16]=1)=O. The catalyst is C(O)(=O)C. The product is [CH3:11][O:10][C:5]1[C:6]([O:8][CH3:9])=[CH:7][C:2]2[NH:1][C:13]([C:15]3[C:19]([N+:20]([O-:22])=[O:21])=[CH:18][NH:17][N:16]=3)=[N:12][C:3]=2[CH:4]=1. The yield is 0.940. (2) The reactants are [C:1]([O:18]N1C(=O)CCC1=O)(=O)[CH2:2][CH2:3][CH2:4][CH2:5][CH2:6][CH2:7][CH2:8][CH2:9][CH2:10][CH2:11][CH2:12][CH2:13][CH2:14][CH2:15][CH3:16].[NH2:26][CH2:27][C:28]([OH:30])=[O:29].C(N(CC)CC)C.Cl. The catalyst is CN(C=O)C.O. The product is [NH:26]([C:1]([CH2:2][CH2:3][CH2:4][CH2:5][CH2:6][CH2:7][CH2:8][CH2:9][CH2:10][CH2:11][CH2:12][CH2:13][CH2:14][CH2:15][CH3:16])=[O:18])[CH2:27][C:28]([OH:30])=[O:29]. The yield is 0.670.